From a dataset of Full USPTO retrosynthesis dataset with 1.9M reactions from patents (1976-2016). Predict the reactants needed to synthesize the given product. (1) Given the product [CH:2]1([C:5]2[N:6]=[C:11]([OH:12])[CH:10]=[C:9]([CH3:15])[N:7]=2)[CH2:4][CH2:3]1, predict the reactants needed to synthesize it. The reactants are: Cl.[CH:2]1([C:5](=[NH:7])[NH2:6])[CH2:4][CH2:3]1.O=[C:9]([CH3:15])[CH2:10][C:11](OC)=[O:12].CO[Na]. (2) Given the product [CH3:28][C:25]1[CH:24]=[C:11]([CH:10]=[C:9]([CH3:8])[C:26]=1[O:27][CH2:6][C:3]1[CH:4]=[CH:5][S:1][CH:2]=1)[C:12]([NH:14][CH2:15][C:16]1([N:21]([CH3:23])[CH3:22])[CH2:20][CH2:19][CH2:18][CH2:17]1)=[O:13], predict the reactants needed to synthesize it. The reactants are: [S:1]1[CH:5]=[CH:4][C:3]([CH2:6]Br)=[CH:2]1.[CH3:8][C:9]1[CH:10]=[C:11]([CH:24]=[C:25]([CH3:28])[C:26]=1[OH:27])[C:12]([NH:14][CH2:15][C:16]1([N:21]([CH3:23])[CH3:22])[CH2:20][CH2:19][CH2:18][CH2:17]1)=[O:13]. (3) Given the product [Br:1][C:2]1[C:3]([NH2:12])=[N:4][C:5]([N:13]2[CH:17]=[CH:16][CH:15]=[N:14]2)=[N:6][C:7]=1[Cl:8], predict the reactants needed to synthesize it. The reactants are: [Br:1][C:2]1[C:3]([NH2:12])=[N:4][C:5](S(C)=O)=[N:6][C:7]=1[Cl:8].[NH:13]1[CH:17]=[CH:16][CH:15]=[N:14]1.C(=O)([O-])[O-].[Cs+].[Cs+].O. (4) Given the product [Cl:1][C:2]1[CH:7]=[CH:6][C:5]([C:8]2[C:12](=[O:13])[N:11]([CH2:27][C:28]([NH:30][C:31]3[CH:36]=[CH:35][C:34]([F:37])=[C:33]([F:38])[CH:32]=3)=[O:29])[C:10]3([CH2:18][CH2:17][CH2:16][N:15]([C:19]([O:21][C:22]([CH3:25])([CH3:24])[CH3:23])=[O:20])[CH2:14]3)[N:9]=2)=[CH:4][CH:3]=1, predict the reactants needed to synthesize it. The reactants are: [Cl:1][C:2]1[CH:7]=[CH:6][C:5]([C:8]2[C:12](=[O:13])[NH:11][C:10]3([CH2:18][CH2:17][CH2:16][N:15]([C:19]([O:21][C:22]([CH3:25])([CH3:24])[CH3:23])=[O:20])[CH2:14]3)[N:9]=2)=[CH:4][CH:3]=1.Cl[CH2:27][C:28]([NH:30][C:31]1[CH:36]=[CH:35][C:34]([F:37])=[C:33]([F:38])[CH:32]=1)=[O:29].C(=O)([O-])[O-].[K+].[K+]. (5) Given the product [CH2:39]([C@@H:22]([NH:21][C:11](=[O:13])/[CH:10]=[CH:9]/[C:6]1[CH:5]=[CH:4][CH:3]=[C:8]([C:14]#[N:16])[CH:7]=1)[CH2:23][N:24]1[CH2:29][CH2:28][CH:27]([C:30](=[O:31])[C:32]2[CH:33]=[CH:34][C:35]([F:38])=[CH:36][CH:37]=2)[CH2:26][CH2:25]1)[C:40]1[CH:45]=[CH:44][CH:43]=[CH:42][CH:41]=1, predict the reactants needed to synthesize it. The reactants are: C([C:3]1[CH:8]=[CH:7][C:6](/[CH:9]=[CH:10]/[C:11]([OH:13])=O)=[CH:5][CH:4]=1)#N.[CH2:14]([N:16](CC)CC)C.[NH2:21][C@H:22]([CH2:39][C:40]1[CH:45]=[CH:44][CH:43]=[CH:42][CH:41]=1)[CH2:23][N:24]1[CH2:29][CH2:28][CH:27]([C:30]([C:32]2[CH:37]=[CH:36][C:35]([F:38])=[CH:34][CH:33]=2)=[O:31])[CH2:26][CH2:25]1.